Dataset: Blood-brain barrier permeability classification from the B3DB database. Task: Regression/Classification. Given a drug SMILES string, predict its absorption, distribution, metabolism, or excretion properties. Task type varies by dataset: regression for continuous measurements (e.g., permeability, clearance, half-life) or binary classification for categorical outcomes (e.g., BBB penetration, CYP inhibition). Dataset: b3db_classification. (1) The drug is Cc1[nH]ccc2c1[nH]c1cc(=O)ccc12. The result is 1 (penetrates BBB). (2) The compound is CC(C)CC(OC(=O)c1ccco1)C(=O)NC1C(=O)N2C1SC(C)(C)C2C(=O)O. The result is 0 (does not penetrate BBB). (3) The compound is CCC(Br)(CC)C(=O)NC(=O)NC(C)=O. The result is 1 (penetrates BBB). (4) The compound is CC(=O)Nc1cccc(-n2c(=O)n(C3CC3)c(=O)c3c(Nc4ccc(I)cc4F)n(C)c(=O)c(C)c32)c1. The result is 0 (does not penetrate BBB). (5) The molecule is CCC(=O)C(CCN(C)C)(c1ccccc1)c1ccccc1. The result is 1 (penetrates BBB). (6) The drug is CC(=O)[C@@]1(O)[C@H](O)C[C@H]2[C@@H]3CCC4=CC(=O)CC[C@]4(C)[C@H]3CC[C@@]21C. The result is 1 (penetrates BBB). (7) The compound is CCOC[C@]1(N)[C@@H](S(=O)(=O)c2ccccc2)[C@@H]1c1ccc(OC)cc1. The result is 0 (does not penetrate BBB).